Dataset: Catalyst prediction with 721,799 reactions and 888 catalyst types from USPTO. Task: Predict which catalyst facilitates the given reaction. (1) Reactant: Cl[C:2]1[C:14]2[N:13]3[C:8]([C:9]([C:15]4[C:20]([CH3:21])=[CH:19][C:18]([CH3:22])=[CH:17][C:16]=4[CH3:23])=[CH:10][CH:11]=[CH:12]3)=[CH:7][C:6]=2[N:5]=[C:4]([CH3:24])[N:3]=1.[CH2:25]([NH2:28])[CH2:26][NH2:27].CCOC(C)=O. Product: [NH2:27][CH2:26][CH2:25][NH:28][C:2]1[C:14]2[N:13]3[C:8]([C:9]([C:15]4[C:20]([CH3:21])=[CH:19][C:18]([CH3:22])=[CH:17][C:16]=4[CH3:23])=[CH:10][CH:11]=[CH:12]3)=[CH:7][C:6]=2[N:5]=[C:4]([CH3:24])[N:3]=1. The catalyst class is: 37. (2) Reactant: [Cl:1][C:2]1[CH:36]=[CH:35][C:5]([CH2:6][N:7]2[C:12](=[N:13][C:14]3[CH:19]=[CH:18][C:17]([CH:20]=[N:21][O:22][CH3:23])=[C:16]([F:24])[CH:15]=3)[N:11]([CH3:25])[C:10](=[O:26])[N:9]([CH2:27][C@@H:28]([C:30]([O:32]C)=[O:31])[CH3:29])[C:8]2=[O:34])=[CH:4][CH:3]=1.CO.[OH-].[Li+].C(O)(=O)CC(CC(O)=O)(C(O)=O)O. Product: [Cl:1][C:2]1[CH:3]=[CH:4][C:5]([CH2:6][N:7]2[C:12](=[N:13][C:14]3[CH:19]=[CH:18][C:17]([CH:20]=[N:21][O:22][CH3:23])=[C:16]([F:24])[CH:15]=3)[N:11]([CH3:25])[C:10](=[O:26])[N:9]([CH2:27][C@@H:28]([C:30]([OH:32])=[O:31])[CH3:29])[C:8]2=[O:34])=[CH:35][CH:36]=1. The catalyst class is: 1. (3) Reactant: [Cl:1][C:2]1[CH:7]=[CH:6][C:5]([C:8]2([C:13]3[CH:14]=[C:15]4[C:20](=[CH:21][CH:22]=3)[N:19]=[CH:18][CH:17]=[C:16]4[CH2:23][CH2:24][C:25]3[CH:30]=[CH:29][CH:28]=[CH:27][CH:26]=3)OCC[O:9]2)=[CH:4][CH:3]=1.[NH4+].[OH-]. Product: [Cl:1][C:2]1[CH:7]=[CH:6][C:5]([C:8]([C:13]2[CH:14]=[C:15]3[C:20](=[CH:21][CH:22]=2)[N:19]=[CH:18][CH:17]=[C:16]3[CH2:23][CH2:24][C:25]2[CH:26]=[CH:27][CH:28]=[CH:29][CH:30]=2)=[O:9])=[CH:4][CH:3]=1. The catalyst class is: 209. (4) Reactant: [OH:1][C:2]1[CH:7]=[CH:6][C:5]([S:8]([OH:11])(=[O:10])=[O:9])=[CH:4][CH:3]=1.[F:12][C:13]1[CH:20]=[CH:19][C:16]([CH2:17]Br)=[CH:15][CH:14]=1.[OH-].[Na+:22]. Product: [F:12][C:13]1[CH:20]=[CH:19][C:16]([CH2:17][O:1][C:2]2[CH:7]=[CH:6][C:5]([S:8]([O-:11])(=[O:9])=[O:10])=[CH:4][CH:3]=2)=[CH:15][CH:14]=1.[Na+:22]. The catalyst class is: 8. (5) Reactant: C(O)=O.[CH:4]1[C:9]([C:10]#[N:11])=[CH:8][C:7]2[C:12]([CH2:15][CH2:16][CH2:17][CH2:18][N:19]3[CH2:24][CH2:23][N:22]([C:25]4[CH:26]=[CH:27][C:28]5[O:33][C:32]([C:34]([NH2:36])=[O:35])=[CH:31][C:29]=5[CH:30]=4)[CH2:21][CH2:20]3)=[CH:13][NH:14][C:6]=2[CH:5]=1.[ClH:37]. Product: [CH:4]1[C:9]([C:10]#[N:11])=[CH:8][C:7]2[C:12]([CH2:15][CH2:16][CH2:17][CH2:18][N:19]3[CH2:20][CH2:21][N:22]([C:25]4[CH:26]=[CH:27][C:28]5[O:33][C:32]([C:34]([NH2:36])=[O:35])=[CH:31][C:29]=5[CH:30]=4)[CH2:23][CH2:24]3)=[CH:13][NH:14][C:6]=2[CH:5]=1.[ClH:37]. The catalyst class is: 41. (6) Reactant: Cl.[N:2]1([CH2:7][CH2:8][N:9]2[CH:13]=[C:12]([CH:14]3[CH2:19][CH2:18][O:17][CH2:16][CH2:15]3)[N:11]=[C:10]2[CH:20]2[CH2:25][CH2:24][N:23](C(OC(C)(C)C)=O)[CH2:22][CH2:21]2)[CH2:6][CH2:5][CH2:4][CH2:3]1. Product: [N:2]1([CH2:7][CH2:8][N:9]2[CH:13]=[C:12]([CH:14]3[CH2:19][CH2:18][O:17][CH2:16][CH2:15]3)[N:11]=[C:10]2[CH:20]2[CH2:21][CH2:22][NH:23][CH2:24][CH2:25]2)[CH2:3][CH2:4][CH2:5][CH2:6]1. The catalyst class is: 32. (7) Product: [C:13]1(=[O:14])[NH:9][C:10](=[O:19])[C:11]2=[CH:18][CH:17]=[CH:16][CH:15]=[C:12]12. Reactant: C[S-].[Na+].BrCCCC[N:9]1[C:13](=[O:14])[C:12]2=[CH:15][CH:16]=[CH:17][CH:18]=[C:11]2[C:10]1=[O:19]. The catalyst class is: 5. (8) Product: [C:21]([CH:3]1[CH:4]([C:8]2[CH:9]=[CH:10][CH:11]=[CH:12][CH:13]=2)[NH:5][CH2:6][CH2:7][N:2]1[CH3:1])(=[O:28])[C:22]1[CH:27]=[CH:26][CH:25]=[CH:24][CH:23]=1. The catalyst class is: 4. Reactant: [CH3:1][N:2]1[CH2:7][CH2:6][NH:5][CH:4]([C:8]2[CH:13]=[CH:12][CH:11]=[CH:10][CH:9]=2)[CH2:3]1.C(N(CC)CC)C.[C:21](Cl)(=[O:28])[C:22]1[CH:27]=[CH:26][CH:25]=[CH:24][CH:23]=1.